Dataset: Full USPTO retrosynthesis dataset with 1.9M reactions from patents (1976-2016). Task: Predict the reactants needed to synthesize the given product. Given the product [Cl:1][C:2]1[CH:3]=[C:4]([CH:18]=[CH:19][C:20]=1[Cl:21])[O:5][CH:6]1[CH2:7][CH2:8][N:9]([CH:12]2[CH2:13][CH2:14][N:15]([C:33]([NH:32][S:29]([C:26]3[CH:27]=[CH:28][C:23]([CH3:22])=[CH:24][CH:25]=3)(=[O:31])=[O:30])=[O:34])[CH2:16][CH2:17]2)[CH2:10][CH2:11]1, predict the reactants needed to synthesize it. The reactants are: [Cl:1][C:2]1[CH:3]=[C:4]([CH:18]=[CH:19][C:20]=1[Cl:21])[O:5][CH:6]1[CH2:11][CH2:10][N:9]([CH:12]2[CH2:17][CH2:16][NH:15][CH2:14][CH2:13]2)[CH2:8][CH2:7]1.[CH3:22][C:23]1[CH:28]=[CH:27][C:26]([S:29]([N:32]=[C:33]=[O:34])(=[O:31])=[O:30])=[CH:25][CH:24]=1.O.